This data is from hERG Central: cardiac toxicity at 1µM, 10µM, and general inhibition. The task is: Predict hERG channel inhibition at various concentrations. (1) The drug is C#Cc1ccc(CN2CCN(CCCc3ccccc3)C(CCO)C2)cc1. Results: hERG_inhib (hERG inhibition (general)): blocker. (2) The compound is O=C(Nc1cc(C(=O)N2CCCC2)ccc1N1CCCC1)c1ccccc1. Results: hERG_inhib (hERG inhibition (general)): blocker. (3) The drug is O=C(c1ccc(F)c(S(=O)(=O)N2CCOCC2)c1)N(CCc1ccccc1)Cc1ccccc1. Results: hERG_inhib (hERG inhibition (general)): blocker. (4) The drug is CC1CCCCN1C(=O)C1CCN(S(=O)(=O)c2ccc(-n3cnnn3)cc2)CC1. Results: hERG_inhib (hERG inhibition (general)): blocker. (5) The drug is C=CCN(c1ccccc1)S(=O)(=O)c1cccc(C(=O)NC2CCN(Cc3ccccc3)CC2)c1. Results: hERG_inhib (hERG inhibition (general)): blocker. (6) The molecule is Cc1cccc(C(=O)Nc2ccccc2SCC2CSc3nc4ccccc4c(=O)n32)c1. Results: hERG_inhib (hERG inhibition (general)): blocker. (7) The drug is CCCCN(CC)C(=O)Cn1cnc2ccc(S(=O)(=O)N3CCC(C)CC3)cc2c1=O. Results: hERG_inhib (hERG inhibition (general)): blocker. (8) The molecule is CCOC(=O)c1ccccc1NC(=O)COC(=O)C1CC(=O)N(CCc2ccccc2)C1. Results: hERG_inhib (hERG inhibition (general)): blocker. (9) The molecule is Cc1ccc(N2CCN(CC(O)COc3ccc([N+](=O)[O-])cc3)CC2)cc1. Results: hERG_inhib (hERG inhibition (general)): blocker. (10) The molecule is COc1ccc(C(=O)C2CCCN(Cc3cccn3-c3nccs3)C2)cc1F. Results: hERG_inhib (hERG inhibition (general)): blocker.